This data is from Full USPTO retrosynthesis dataset with 1.9M reactions from patents (1976-2016). The task is: Predict the reactants needed to synthesize the given product. Given the product [Cl:17][C:13]1[CH:12]=[C:11]([C:9]([C:6]2[CH:7]=[CH:8][C:3]([CH2:2][N:18]3[CH2:23][CH2:22][O:21][CH2:20][CH2:19]3)=[CH:4][CH:5]=2)=[O:10])[CH:16]=[CH:15][CH:14]=1, predict the reactants needed to synthesize it. The reactants are: Br[CH2:2][C:3]1[CH:8]=[CH:7][C:6]([C:9]([C:11]2[CH:16]=[CH:15][CH:14]=[C:13]([Cl:17])[CH:12]=2)=[O:10])=[CH:5][CH:4]=1.[NH:18]1[CH2:23][CH2:22][O:21][CH2:20][CH2:19]1.